From a dataset of Full USPTO retrosynthesis dataset with 1.9M reactions from patents (1976-2016). Predict the reactants needed to synthesize the given product. (1) The reactants are: [NH2:1][C:2]1[CH:11]=[CH:10][CH:9]=[C:8]2[C:3]=1[CH:4]=[CH:5][N:6]=[CH:7]2.[Br:12][CH2:13][CH:14]1[CH2:16][CH2:15]1. Given the product [Br-:12].[NH2:1][C:2]1[CH:11]=[CH:10][CH:9]=[C:8]2[C:3]=1[CH:4]=[CH:5][N+:6]([CH2:13][CH:14]1[CH2:16][CH2:15]1)=[CH:7]2, predict the reactants needed to synthesize it. (2) Given the product [CH:24]1([C:6]2[C:5]([CH2:3][OH:2])=[C:10]([CH2:11][O:12][CH3:13])[N:9]=[C:8]([C:14]3[CH:15]=[CH:16][C:17]([C:20]([F:22])([F:23])[F:21])=[CH:18][CH:19]=3)[N:7]=2)[CH2:26][CH2:25]1, predict the reactants needed to synthesize it. The reactants are: C[O:2][C:3]([C:5]1[C:6]([CH:24]2[CH2:26][CH2:25]2)=[N:7][C:8]([C:14]2[CH:19]=[CH:18][C:17]([C:20]([F:23])([F:22])[F:21])=[CH:16][CH:15]=2)=[N:9][C:10]=1[CH2:11][O:12][CH3:13])=O.CC(C[AlH]CC(C)C)C. (3) Given the product [F:39][C:40]1[N:45]=[C:44]([NH:46][C:12]([N:32]2[C@@H:33]3[CH2:37][N:36]([CH2:35][CH2:34]3)[C:30]3[CH:29]=[CH:28][C:27]([C:25]4[CH:24]=[CH:23][N:22]=[C:21]([CH3:20])[CH:26]=4)=[N:38][C:31]2=3)=[O:18])[CH:43]=[N:42][CH:41]=1, predict the reactants needed to synthesize it. The reactants are: C(N(CC)CC)C.ClC(Cl)(O[C:12](=[O:18])OC(Cl)(Cl)Cl)Cl.[CH3:20][C:21]1[CH:26]=[C:25]([C:27]2[CH:28]=[CH:29][C:30]3[N:36]4[CH2:37][C@H:33]([CH2:34][CH2:35]4)[NH:32][C:31]=3[N:38]=2)[CH:24]=[CH:23][N:22]=1.[F:39][C:40]1[N:45]=[C:44]([NH2:46])[CH:43]=[N:42][CH:41]=1.